From a dataset of Reaction yield outcomes from USPTO patents with 853,638 reactions. Predict the reaction yield, written as a fraction of the theoretical maximum amount of product (1.0 means a 100% yield; for example, 0.34 means a 34% yield). The reactants are [Br:1][C:2]1[C:10]2[C:5](=[CH:6][C:7]([N+:11]([O-])=O)=[CH:8][CH:9]=2)[N:4]([S:14]([C:17]2[CH:22]=[CH:21][CH:20]=[CH:19][CH:18]=2)(=[O:16])=[O:15])[CH:3]=1.O.[Sn](Cl)Cl. The catalyst is C(O)C.O. The product is [Br:1][C:2]1[C:10]2[C:5](=[CH:6][C:7]([NH2:11])=[CH:8][CH:9]=2)[N:4]([S:14]([C:17]2[CH:22]=[CH:21][CH:20]=[CH:19][CH:18]=2)(=[O:16])=[O:15])[CH:3]=1. The yield is 0.910.